Predict the product of the given reaction. From a dataset of Forward reaction prediction with 1.9M reactions from USPTO patents (1976-2016). (1) Given the reactants CO[C:3](=[O:20])[C:4]([OH:19])=[CH:5][C:6](=[O:18])[N:7]([CH2:9][C:10]1[CH:15]=[CH:14][C:13]([Cl:16])=[C:12]([Cl:17])[CH:11]=1)[CH3:8].C=O.[S:23]1[CH:27]=[CH:26][CH:25]=[CH:24]1.CN.ClC1C=[C:33](C=CC=1Cl)[CH2:34][N:35](C)C(C1CN(C)C(=O)C=1O)=O, predict the reaction product. The product is: [Cl:17][C:12]1[CH:11]=[C:10]([CH:15]=[CH:14][C:13]=1[Cl:16])[CH2:9][N:7]([CH3:8])[C:6]([C:5]1[CH:34]([CH3:33])[N:35]([C:24]2[S:23][CH:27]=[CH:26][CH:25]=2)[C:3](=[O:20])[C:4]=1[OH:19])=[O:18]. (2) Given the reactants [N+:1]([C:4]1[CH:5]=[C:6]2[N:12]=[CH:11][NH:10][C:7]2=[N:8][CH:9]=1)([O-])=O, predict the reaction product. The product is: [N:8]1[CH:9]=[CH:4][C:5]([C:11]2[NH:10][C:7]3=[N:8][CH:9]=[C:4]([NH2:1])[CH:5]=[C:6]3[N:12]=2)=[CH:6][CH:7]=1. (3) The product is: [C:11]([O:10][C:9]([N:8]([C:16]1[C:21]([F:22])=[CH:20][CH:19]=[C:18]([OH:33])[C:17]=1[CH3:32])[C:6](=[O:7])[O:5][C:1]([CH3:3])([CH3:2])[CH3:4])=[O:15])([CH3:13])([CH3:14])[CH3:12]. Given the reactants [C:1]([O:5][C:6]([N:8]([C:16]1[C:21]([F:22])=[CH:20][CH:19]=[C:18](B2OC(C)(C)C(C)(C)O2)[C:17]=1[CH3:32])[C:9](=[O:15])[O:10][C:11]([CH3:14])([CH3:13])[CH3:12])=[O:7])([CH3:4])([CH3:3])[CH3:2].[OH-:33].[Na+].OO.Cl, predict the reaction product. (4) The product is: [C:4]1([C:5]([NH:7][CH:8]2[CH2:13][CH:12]([C:14]3[CH:19]=[CH:18][C:17]([C:20]([F:23])([F:21])[F:22])=[CH:16][CH:15]=3)[CH2:11][N:10]([C:29]([NH:28][C:31]3[CH:36]=[CH:35][N:34]=[CH:33][CH:32]=3)=[O:30])[CH2:9]2)=[O:6])[CH:3]=[CH:27][CH:26]=[CH:25][CH:24]=1. Given the reactants C([C:3]1[CH:27]=[CH:26][CH:25]=[CH:24][C:4]=1[C:5]([NH:7][CH:8]1[CH2:13][CH:12]([C:14]2[CH:19]=[CH:18][C:17]([C:20]([F:23])([F:22])[F:21])=[CH:16][CH:15]=2)[CH2:11][NH:10][CH2:9]1)=[O:6])C.[N:28]([C:31]1[CH:36]=[CH:35][N:34]=[CH:33][CH:32]=1)=[C:29]=[O:30].C(N(CC)CC)C, predict the reaction product.